This data is from Reaction yield outcomes from USPTO patents with 853,638 reactions. The task is: Predict the reaction yield, written as a fraction of the theoretical maximum amount of product (1.0 means a 100% yield; for example, 0.34 means a 34% yield). (1) The reactants are [NH2:1][C:2]1[N:6]2[CH2:7][CH2:8][N:9]=[C:5]2[C:4]([C:23]2[CH:28]=[CH:27][C:26]([OH:29])=[CH:25][CH:24]=2)([C:10]2[CH:11]=[C:12]([C:16]3[CH:21]=[CH:20][CH:19]=[C:18]([Cl:22])[CH:17]=3)[CH:13]=[CH:14][CH:15]=2)[N:3]=1.[F:30][C:31]([F:50])([F:49])[S:32](N(C1C=CC=CC=1)[S:32]([C:31]([F:50])([F:49])[F:30])(=[O:34])=[O:33])(=[O:34])=[O:33].C(=O)([O-])[O-].[K+].[K+].C(OCC)(=O)C. The catalyst is O1CCCC1.O. The product is [F:30][C:31]([F:50])([F:49])[S:32]([O:29][C:26]1[CH:25]=[CH:24][C:23]([C:4]2([C:10]3[CH:11]=[C:12]([C:16]4[CH:21]=[CH:20][CH:19]=[C:18]([Cl:22])[CH:17]=4)[CH:13]=[CH:14][CH:15]=3)[C:5]3=[N:9][CH2:8][CH2:7][N:6]3[C:2]([NH2:1])=[N:3]2)=[CH:28][CH:27]=1)(=[O:34])=[O:33]. The yield is 0.210. (2) The reactants are [NH2:1][C:2]1[CH:9]=[CH:8][C:5]([C:6]#[N:7])=[CH:4][CH:3]=1.[H-].[Na+].[CH2:12]([N:19]1[C:23]2[N:24]=[C:25](F)[N:26]=[C:27]([O:28][C:29]3[C:34]([CH3:35])=[CH:33][C:32]([CH3:36])=[CH:31][C:30]=3[CH3:37])[C:22]=2[CH:21]=[CH:20]1)[C:13]1[CH:18]=[CH:17][CH:16]=[CH:15][CH:14]=1. No catalyst specified. The product is [CH2:12]([N:19]1[C:23]2[N:24]=[C:25]([NH:1][C:2]3[CH:9]=[CH:8][C:5]([C:6]#[N:7])=[CH:4][CH:3]=3)[N:26]=[C:27]([O:28][C:29]3[C:30]([CH3:37])=[CH:31][C:32]([CH3:36])=[CH:33][C:34]=3[CH3:35])[C:22]=2[CH:21]=[CH:20]1)[C:13]1[CH:18]=[CH:17][CH:16]=[CH:15][CH:14]=1. The yield is 0.820. (3) The reactants are Cl.[NH2:2][OH:3].[OH-].[K+].[CH:6]1([NH:9][C:10](=[O:38])[C:11]([C:31]2[CH:36]=[CH:35][C:34]([F:37])=[CH:33][CH:32]=2)=[CH:12][C:13]2[CH:30]=[CH:29][C:16]([C:17]([NH:19][CH2:20][CH2:21][CH2:22][CH2:23][CH2:24][C:25](OC)=[O:26])=[O:18])=[CH:15][CH:14]=2)[CH2:8][CH2:7]1. The catalyst is CO.C(Cl)Cl.O. The product is [CH:6]1([NH:9][C:10](=[O:38])[C:11]([C:31]2[CH:32]=[CH:33][C:34]([F:37])=[CH:35][CH:36]=2)=[CH:12][C:13]2[CH:30]=[CH:29][C:16]([C:17]([NH:19][CH2:20][CH2:21][CH2:22][CH2:23][CH2:24][C:25]([NH:2][OH:3])=[O:26])=[O:18])=[CH:15][CH:14]=2)[CH2:8][CH2:7]1. The yield is 0.200. (4) The yield is 0.770. The product is [CH3:1][C:2]1[C:3]2[N:4]([N:9]=[C:10]([CH2:12][OH:13])[CH:11]=2)[C:5]([CH3:8])=[CH:6][N:7]=1. The catalyst is C(Cl)Cl. The reactants are [CH3:1][C:2]1[C:3]2[N:4]([N:9]=[C:10]([C:12](OC)=[O:13])[CH:11]=2)[C:5]([CH3:8])=[CH:6][N:7]=1.[H-].C([Al+]CC(C)C)C(C)C.[Cl-].[NH4+].C(=O)(O)[O-].[Na+]. (5) The reactants are [F:1][C:2]1[CH:7]=[CH:6][C:5]([C:8]2[S:9][CH:10]=[CH:11][N:12]=2)=[CH:4][CH:3]=1.[Li+].CC([N-]C(C)C)C.[CH:21]1[C:30]2[CH2:29][CH2:28][CH2:27][C:26](=[O:31])[C:25]=2[CH:24]=[CH:23][N:22]=1. The catalyst is C1COCC1. The product is [F:1][C:2]1[CH:3]=[CH:4][C:5]([C:8]2[S:9][C:10]([C:26]3([OH:31])[CH2:27][CH2:28][CH2:29][C:30]4[CH:21]=[N:22][CH:23]=[CH:24][C:25]3=4)=[CH:11][N:12]=2)=[CH:6][CH:7]=1. The yield is 0.450. (6) The reactants are [OH:1][CH2:2][CH:3]1[CH2:8][CH2:7][N:6]([C:9]([O:11][C:12]([CH3:15])([CH3:14])[CH3:13])=[O:10])[CH2:5][CH2:4]1.C(N(CC)CC)C.[S:23](Cl)([C:26]1[CH:32]=[CH:31][C:29]([CH3:30])=[CH:28][CH:27]=1)(=[O:25])=[O:24].C(OCC)(=O)C.CCCCCC. The catalyst is ClCCl.O. The product is [S:23]([O:1][CH2:2][CH:3]1[CH2:8][CH2:7][N:6]([C:9]([O:11][C:12]([CH3:15])([CH3:14])[CH3:13])=[O:10])[CH2:5][CH2:4]1)([C:26]1[CH:32]=[CH:31][C:29]([CH3:30])=[CH:28][CH:27]=1)(=[O:25])=[O:24]. The yield is 0.780. (7) The reactants are Br[CH:2]=[C:3]1[C:9]2[CH:10]=[CH:11][CH:12]=[C:13]([Cl:14])[C:8]=2[CH2:7][CH2:6][C:5]2[CH:15]=[CH:16][CH:17]=[CH:18][C:4]1=2.[CH2:19]([S:21]([NH:24][C:25]1[CH:26]=[C:27](B(O)O)[CH:28]=[CH:29][CH:30]=1)(=[O:23])=[O:22])[CH3:20]. No catalyst specified. The product is [Cl:14][C:13]1[C:8]2[CH2:7][CH2:6][C:5]3[CH:15]=[CH:16][CH:17]=[CH:18][C:4]=3[C:3](=[CH:2][C:29]3[CH:30]=[C:25]([NH:24][S:21]([CH2:19][CH3:20])(=[O:22])=[O:23])[CH:26]=[CH:27][CH:28]=3)[C:9]=2[CH:10]=[CH:11][CH:12]=1. The yield is 0.840.